From a dataset of Full USPTO retrosynthesis dataset with 1.9M reactions from patents (1976-2016). Predict the reactants needed to synthesize the given product. The reactants are: [I:1][C:2]1[CH:7]=[CH:6][C:5]([CH:8]([NH:13]S(C(C)(C)C)=O)[CH2:9][CH:10]([CH3:12])[CH3:11])=[CH:4][CH:3]=1.[ClH:20].O1CCOCC1. Given the product [ClH:20].[I:1][C:2]1[CH:3]=[CH:4][C:5]([CH:8]([NH2:13])[CH2:9][CH:10]([CH3:11])[CH3:12])=[CH:6][CH:7]=1, predict the reactants needed to synthesize it.